This data is from Catalyst prediction with 721,799 reactions and 888 catalyst types from USPTO. The task is: Predict which catalyst facilitates the given reaction. (1) Reactant: [NH2:1][C:2]1[NH:6][N:5]=[CH:4][C:3]=1[C:7]([C:9]1[S:10][CH:11]=[CH:12][CH:13]=1)=[O:8].[Cl:14][C:15]1[CH:20]=[CH:19][C:18]([C:21](=O)[CH:22]=[CH:23]N(C)C)=[CH:17][C:16]=1[N:28]([CH3:33])[S:29]([CH3:32])(=[O:31])=[O:30].C(OCC)(=O)C. Product: [Cl:14][C:15]1[CH:20]=[CH:19][C:18]([C:21]2[N:6]3[N:5]=[CH:4][C:3]([C:7]([C:9]4[S:10][CH:11]=[CH:12][CH:13]=4)=[O:8])=[C:2]3[N:1]=[CH:23][CH:22]=2)=[CH:17][C:16]=1[N:28]([CH3:33])[S:29]([CH3:32])(=[O:31])=[O:30]. The catalyst class is: 15. (2) Reactant: C1C=CC(/C=C/C[O:10][C@@H:11]2[O:16][C@H:15]([CH2:17][OH:18])[C@@H](O)[C@H:13](O)[C@H:12]2O)=CC=1.[C:22]([O-])(=O)C(C)=C.CC(C1C=C2CC[C@H]3[C@@](C(O)=O)(C)CCC[C@]3(C)[C@H]2CC=1)C. Product: [C:11]([O:16][CH2:15][CH2:17][OH:18])(=[O:10])[C:12]([CH3:13])=[CH2:22]. The catalyst class is: 309. (3) Reactant: Cl[S:2]([OH:5])(=[O:4])=[O:3].[Cl:6][C:7]1[CH:8]=[C:9]2[C:14](=[CH:15][CH:16]=1)[O:13][CH2:12][C@H:11]([NH:17][C:18](=[O:23])[C:19]([F:22])([F:21])[F:20])[CH2:10]2.O.ClCCl. Product: [Cl:6][C:7]1[CH:8]=[C:9]2[C:14](=[C:15]([S:2]([OH:5])(=[O:4])=[O:3])[CH:16]=1)[O:13][CH2:12][C@H:11]([NH:17][C:18](=[O:23])[C:19]([F:20])([F:22])[F:21])[CH2:10]2. The catalyst class is: 22. (4) Product: [Br:23][C:3]1[CH:4]=[CH:5][S:1][C:2]=1[C:6]1[S:7][CH:8]=[CH:9][C:10]=1[C:11]1[S:12][CH:13]=[CH:14][CH:15]=1. The catalyst class is: 855. Reactant: [S:1]1[CH:5]=[CH:4][CH:3]=[C:2]1[C:6]1[S:7][CH:8]=[CH:9][C:10]=1[C:11]1[S:12][CH:13]=[CH:14][CH:15]=1.C1C(=O)N([Br:23])C(=O)C1. (5) Reactant: C(OC([N:11]1[CH2:17][CH2:16][CH2:15][CH2:14][C:13]2[CH:18]=[C:19]([N:22]3[CH2:26][CH:25]([CH2:27][NH:28][C:29](=[O:31])[CH3:30])[O:24][C:23]3=[O:32])[CH:20]=[CH:21][C:12]1=2)=O)C1C=CC=CC=1. Product: [O:32]=[C:23]1[N:22]([C:19]2[CH:20]=[CH:21][C:12]3[NH:11][CH2:17][CH2:16][CH2:15][CH2:14][C:13]=3[CH:18]=2)[CH2:26][CH:25]([CH2:27][NH:28][C:29](=[O:31])[CH3:30])[O:24]1. The catalyst class is: 293. (6) Product: [C:33]([O:32][C:30](=[O:31])[NH:29][C@@H:25]([C:26](=[O:27])[N:66]([O:65][CH3:64])[CH3:67])[CH2:24][C:21]1[CH:22]=[CH:23][C:18]([O:17][CH2:10][C:11]2[CH:16]=[CH:15][CH:14]=[CH:13][CH:12]=2)=[CH:19][CH:20]=1)([CH3:35])([CH3:34])[CH3:36]. Reactant: CCN(C(C)C)C(C)C.[CH2:10]([O:17][C:18]1[CH:23]=[CH:22][C:21]([CH2:24][C@@H:25]([NH:29][C:30]([O:32][C:33]([CH3:36])([CH3:35])[CH3:34])=[O:31])[C:26](O)=[O:27])=[CH:20][CH:19]=1)[C:11]1[CH:16]=[CH:15][CH:14]=[CH:13][CH:12]=1.F[P-](F)(F)(F)(F)F.N1(O[P+](N(C)C)(N(C)C)N(C)C)C2C=CC=CC=2N=N1.[CH3:64][O:65][NH:66][CH3:67].Cl. The catalyst class is: 3. (7) Reactant: [N+:1]([C:4]1[CH:5]=[N:6][NH:7][CH:8]=1)([O-])=O.C(=O)([O-])[O-].[K+].[K+].FC(F)(F)S(O[CH2:21][C:22]([F:25])([F:24])[F:23])(=O)=O.O. Product: [F:23][C:22]([F:25])([F:24])[CH2:21][N:6]1[CH:5]=[C:4]([NH2:1])[CH:8]=[N:7]1. The catalyst class is: 3. (8) Reactant: [OH:1][C:2]1[CH:3]=[C:4]2[C:9](=[CH:10][CH:11]=1)[CH:8]=[C:7]([CH:12]=[O:13])[CH:6]=[CH:5]2.CCN(C(C)C)C(C)C.[CH2:23](Cl)[O:24][CH3:25]. Product: [CH3:23][O:24][CH2:25][O:1][C:2]1[CH:3]=[C:4]2[C:9](=[CH:10][CH:11]=1)[CH:8]=[C:7]([CH:12]=[O:13])[CH:6]=[CH:5]2. The catalyst class is: 2.